Dataset: TCR-epitope binding with 47,182 pairs between 192 epitopes and 23,139 TCRs. Task: Binary Classification. Given a T-cell receptor sequence (or CDR3 region) and an epitope sequence, predict whether binding occurs between them. (1) The epitope is IVTDFSVIK. The TCR CDR3 sequence is CSASAPRGLGEQYF. Result: 1 (the TCR binds to the epitope). (2) The epitope is SQASSRSSSR. The TCR CDR3 sequence is CASSVFSVPGNTIYF. Result: 0 (the TCR does not bind to the epitope).